This data is from Reaction yield outcomes from USPTO patents with 853,638 reactions. The task is: Predict the reaction yield, written as a fraction of the theoretical maximum amount of product (1.0 means a 100% yield; for example, 0.34 means a 34% yield). The reactants are Cl[C:2]1[N:3]=[C:4]([N:18]2[CH2:22][CH2:21][CH2:20][CH:19]2[CH3:23])[C:5]2[CH2:10][O:9][C@@H:8]([C:11]3[CH:16]=[CH:15][C:14]([F:17])=[CH:13][CH:12]=3)[C:6]=2[N:7]=1.[Cl:24][C:25]1[N:26]=[CH:27][N:28]([C:30]2[CH:36]=[CH:35][C:33]([NH2:34])=[CH:32][C:31]=2[O:37][CH3:38])[CH:29]=1.CC1(C)C2C(=C(P(C3C=CC=CC=3)C3C=CC=CC=3)C=CC=2)OC2C(P(C3C=CC=CC=3)C3C=CC=CC=3)=CC=CC1=2.C([O-])([O-])=O.[Cs+].[Cs+]. The catalyst is C1C=CC(/C=C/C(/C=C/C2C=CC=CC=2)=O)=CC=1.C1C=CC(/C=C/C(/C=C/C2C=CC=CC=2)=O)=CC=1.C1C=CC(/C=C/C(/C=C/C2C=CC=CC=2)=O)=CC=1.[Pd].[Pd].O1CCOCC1. The product is [Cl:24][C:25]1[N:26]=[CH:27][N:28]([C:30]2[CH:36]=[CH:35][C:33]([NH:34][C:2]3[N:3]=[C:4]([N:18]4[CH2:22][CH2:21][CH2:20][CH:19]4[CH3:23])[C:5]4[CH2:10][O:9][C@@H:8]([C:11]5[CH:12]=[CH:13][C:14]([F:17])=[CH:15][CH:16]=5)[C:6]=4[N:7]=3)=[CH:32][C:31]=2[O:37][CH3:38])[CH:29]=1. The yield is 0.631.